Dataset: Reaction yield outcomes from USPTO patents with 853,638 reactions. Task: Predict the reaction yield, written as a fraction of the theoretical maximum amount of product (1.0 means a 100% yield; for example, 0.34 means a 34% yield). (1) The reactants are C(OC([N:8]1[CH2:13][CH2:12][CH2:11][C@H:10]2[CH2:14][N:15]([C:17]3[C:26]([O:27][CH3:28])=[C:25]4[C:20]([C:21](=[O:56])[C:22]([C:32]([O:34][CH2:35][CH2:36][CH2:37][CH2:38][CH:39]([P:48]([O:53]CC)([O:50]CC)=[O:49])[P:40]([O:45]CC)([O:42]CC)=[O:41])=[O:33])=[CH:23][N:24]4[CH:29]4[CH2:31][CH2:30]4)=[CH:19][C:18]=3[F:57])[CH2:16][C@@H:9]12)=O)(C)(C)C.Br[Si](C)(C)C. The catalyst is C(Cl)Cl. The product is [NH:8]1[CH2:13][CH2:12][CH2:11][C@H:10]2[CH2:14][N:15]([C:17]3[C:26]([O:27][CH3:28])=[C:25]4[C:20]([C:21](=[O:56])[C:22]([C:32]([O:34][CH2:35][CH2:36][CH2:37][CH2:38][CH:39]([P:48]([OH:50])([OH:53])=[O:49])[P:40]([OH:42])([OH:45])=[O:41])=[O:33])=[CH:23][N:24]4[CH:29]4[CH2:31][CH2:30]4)=[CH:19][C:18]=3[F:57])[CH2:16][C@@H:9]12. The yield is 0.700. (2) The reactants are [CH3:1][C@H:2]1[NH:7][C@@H:6]([CH3:8])[CH2:5][N:4]([C:9]2[N:10]([CH2:31][C:32]([F:35])([F:34])[F:33])[C:11]3[C:16]([N:17]=2)=[C:15]([N:18]2[CH2:23][CH2:22][O:21][CH2:20][CH2:19]2)[N:14]=[C:13]([C:24]2[CH:25]=[N:26][C:27]([NH2:30])=[N:28][CH:29]=2)[N:12]=3)[CH2:3]1.[O:36]1CCC[CH2:37]1.CN(CCS(O)(=O)=O)C. The catalyst is C(Cl)Cl. The product is [NH2:30][C:27]1[N:28]=[CH:29][C:24]([C:13]2[N:12]=[C:11]3[C:16]([N:17]=[C:9]([N:4]4[CH2:3][C@@H:2]([CH3:1])[N:7]([CH:37]=[O:36])[C@@H:6]([CH3:8])[CH2:5]4)[N:10]3[CH2:31][C:32]([F:35])([F:34])[F:33])=[C:15]([N:18]3[CH2:23][CH2:22][O:21][CH2:20][CH2:19]3)[N:14]=2)=[CH:25][N:26]=1. The yield is 0.910. (3) The reactants are [N:1]([C:4]1[CH:9]=[C:8]([F:10])[CH:7]=[CH:6][C:5]=1[Br:11])=[N+:2]=[N-:3].[CH3:12][Si:13]([C:16]#[CH:17])([CH3:15])[CH3:14]. The catalyst is C1(C)C=CC=CC=1. The product is [Br:11][C:5]1[CH:6]=[CH:7][C:8]([F:10])=[CH:9][C:4]=1[N:1]1[CH:17]=[C:16]([Si:13]([CH3:15])([CH3:14])[CH3:12])[N:3]=[N:2]1. The yield is 0.950. (4) The reactants are Cl[C:2]1[N:7]2[N:8]=[C:9]([CH3:11])[CH:10]=[C:6]2[N:5]=[C:4]([NH:12][C:13](=[O:24])[C:14]2[CH:19]=[CH:18][C:17]([C:20]([OH:23])([CH3:22])[CH3:21])=[CH:16][CH:15]=2)[CH:3]=1.[F:25][C:26]1[CH:27]=[C:28](B(O)O)[CH:29]=[CH:30][C:31]=1[O:32][CH3:33].O1CCOCC1. The catalyst is CO.C1C=CC(P(C2C=CC=CC=2)[C-]2C=CC=C2)=CC=1.C1C=CC(P(C2C=CC=CC=2)[C-]2C=CC=C2)=CC=1.Cl[Pd]Cl.[Fe+2]. The product is [F:25][C:26]1[CH:27]=[C:28]([C:2]2[N:7]3[N:8]=[C:9]([CH3:11])[CH:10]=[C:6]3[N:5]=[C:4]([NH:12][C:13](=[O:24])[C:14]3[CH:19]=[CH:18][C:17]([C:20]([OH:23])([CH3:22])[CH3:21])=[CH:16][CH:15]=3)[CH:3]=2)[CH:29]=[CH:30][C:31]=1[O:32][CH3:33]. The yield is 0.260. (5) The reactants are [Br:1][C:2]1[CH:11]=[C:10]2[C:5]([CH:6]=[CH:7][C:8](=[O:12])[NH:9]2)=[N:4][CH:3]=1.[H-].[Na+].Cl[CH2:16][C:17]1[CH:22]=[CH:21][C:20]([O:23][CH3:24])=[CH:19][CH:18]=1. The yield is 0.454. The catalyst is CN(C=O)C. The product is [CH3:24][O:23][C:20]1[CH:21]=[CH:22][C:17]([CH2:16][N:9]2[C:10]3[C:5](=[N:4][CH:3]=[C:2]([Br:1])[CH:11]=3)[CH:6]=[CH:7][C:8]2=[O:12])=[CH:18][CH:19]=1. (6) The reactants are [Cl:1][C:2]1[CH:3]=[C:4]([NH:9][C:10]2[C:11]3[CH:19]=[C:18]([NH:20]CC4C=CC(OC)=CC=4)[N:17]=[CH:16][C:12]=3[N:13]=[CH:14][N:15]=2)[CH:5]=[CH:6][C:7]=1[Cl:8].FC(F)(F)C(O)=O.C1(OC)C=CC=CC=1. The catalyst is C(Cl)Cl. The product is [Cl:1][C:2]1[CH:3]=[C:4]([NH:9][C:10]2[C:11]3[CH:19]=[C:18]([NH2:20])[N:17]=[CH:16][C:12]=3[N:13]=[CH:14][N:15]=2)[CH:5]=[CH:6][C:7]=1[Cl:8]. The yield is 0.980. (7) The reactants are [OH:1][CH2:2][CH2:3][O:4][C:5]1[CH:13]=[CH:12][C:8](C(O)=O)=[CH:7][CH:6]=1.[C:14]([O:18]C=C)(=[O:17])C=C.C[O:29][C:26]1[CH:28]=[CH:27][C:26]([OH:29])=[CH:28][CH:27]=1. The catalyst is C1COCC1. The product is [C:26]([O:1][CH2:2][CH2:3][O:4][C:5]1[CH:6]=[CH:7][CH:8]=[CH:12][C:13]=1[C:14]([OH:18])=[O:17])(=[O:29])[CH:27]=[CH2:28]. The yield is 0.740. (8) The reactants are C([O:8][C:9]1[CH:18]=[C:17]2[C:12]([C:13]([O:19][C:20]3[CH:21]=[C:22]4[C:26](=[CH:27][CH:28]=3)[NH:25][CH:24]=[C:23]4[CH3:29])=[N:14][CH:15]=[N:16]2)=[CH:11][C:10]=1[O:30][CH3:31])C1C=CC=CC=1.C([O-])=O.[NH4+]. The catalyst is [Pd].CN(C=O)C. The product is [OH:8][C:9]1[CH:18]=[C:17]2[C:12]([C:13]([O:19][C:20]3[CH:21]=[C:22]4[C:26](=[CH:27][CH:28]=3)[NH:25][CH:24]=[C:23]4[CH3:29])=[N:14][CH:15]=[N:16]2)=[CH:11][C:10]=1[O:30][CH3:31]. The yield is 0.910. (9) The reactants are [F:1][C:2]([F:16])([C:6]1[CH:11]=[CH:10][C:9]([C:12]([O:14][CH3:15])=[O:13])=[CH:8][CH:7]=1)[C:3]([OH:5])=O.[Cl-].[Cl-].[NH3+:19][C@@H:20]([C:22]1[CH:27]=[CH:26][C:25]([O:28][CH2:29][C:30]([F:33])([F:32])[F:31])=[CH:24][NH+:23]=1)[CH3:21].C1C=NC2N(O)N=NC=2C=1.C(Cl)CCl.CCN(C(C)C)C(C)C. The catalyst is C(Cl)Cl. The product is [F:16][C:2]([C:6]1[CH:11]=[CH:10][C:9]([C:12]([O:14][CH3:15])=[O:13])=[CH:8][CH:7]=1)([F:1])[C:3](=[O:5])[NH:19][C@@H:20]([C:22]1[CH:27]=[CH:26][C:25]([O:28][CH2:29][C:30]([F:33])([F:31])[F:32])=[CH:24][N:23]=1)[CH3:21]. The yield is 0.650.